From a dataset of Forward reaction prediction with 1.9M reactions from USPTO patents (1976-2016). Predict the product of the given reaction. (1) Given the reactants [Cl:1][C:2]1[N:3]=[C:4]([Cl:12])[C:5]2[C:10]([I:11])=[CH:9][NH:8][C:6]=2[N:7]=1.[C:13]1([CH3:23])[CH:18]=[CH:17][C:16]([S:19](Cl)(=[O:21])=[O:20])=[CH:15][CH:14]=1.C(N(CC)CC)C.CN(C1C=CC=CN=1)C, predict the reaction product. The product is: [Cl:1][C:2]1[N:3]=[C:4]([Cl:12])[C:5]2[C:10]([I:11])=[CH:9][N:8]([S:19]([C:16]3[CH:17]=[CH:18][C:13]([CH3:23])=[CH:14][CH:15]=3)(=[O:21])=[O:20])[C:6]=2[N:7]=1. (2) Given the reactants [CH3:1][C:2]1[CH:10]=[CH:9][C:5]([C:6]([OH:8])=[O:7])=[CH:4][CH:3]=1.[N:11](=[C:13]1[CH2:18][CH2:17][C@H:16]2[C@H:19]3[C@H:29]([CH2:30][CH2:31][C@:14]12[CH3:15])[C@:27]1([CH3:28])[C:22]([CH2:23][C@@H:24](O)[CH2:25][CH2:26]1)=[CH:21][CH2:20]3)[OH:12].C1(N=C=NC2CCCCC2)CCCCC1, predict the reaction product. The product is: [CH3:1][C:2]1[CH:10]=[CH:9][C:5]([C:6]([O:8][C@H:24]2[CH2:25][CH2:26][C@@:27]3([CH3:28])[C:22](=[CH:21][CH2:20][C@@H:19]4[C@@H:29]3[CH2:30][CH2:31][C@@:14]3([CH3:15])[C@H:16]4[CH2:17][CH2:18][C:13]3=[N:11][OH:12])[CH2:23]2)=[O:7])=[CH:4][CH:3]=1.